This data is from Full USPTO retrosynthesis dataset with 1.9M reactions from patents (1976-2016). The task is: Predict the reactants needed to synthesize the given product. (1) Given the product [CH3:11][O:10][C:4]1[CH:3]=[C:2]([O:1][CH2:18][CH:19]2[CH2:20][CH2:21][CH2:22][O:23]2)[CH:9]=[CH:8][C:5]=1[CH:6]=[O:7], predict the reactants needed to synthesize it. The reactants are: [OH:1][C:2]1[CH:9]=[CH:8][C:5]([CH:6]=[O:7])=[C:4]([O:10][CH3:11])[CH:3]=1.C(=O)([O-])[O-].[Cs+].[Cs+].[CH2:18](Br)[CH:19]1[O:23][CH2:22][CH2:21][CH2:20]1.O. (2) The reactants are: [Br:1][C:2]1[CH:7]=[CH:6][C:5]([Cl:8])=[CH:4][C:3]=1[N+:9]([O-])=O.C([O-])=O.[NH4+]. Given the product [Br:1][C:2]1[CH:7]=[CH:6][C:5]([Cl:8])=[CH:4][C:3]=1[NH2:9], predict the reactants needed to synthesize it. (3) Given the product [Cl:1][C:2]1[CH:3]=[CH:4][C:5]([CH2:6][NH:7][C:8]([NH:10][N:11]([CH2:13][C:14]([NH:19][C@H:20]([C:29]([N:31]([C@@H:43]([CH3:51])[CH:44]([O:48][CH2:49][CH3:50])[O:45][CH2:46][CH3:47])[CH2:32][C:33]2[C:42]3[C:37](=[CH:38][CH:39]=[CH:40][CH:41]=3)[CH:36]=[CH:35][CH:34]=2)=[O:30])[CH2:21][C:22]([O:24][C:25]([CH3:28])([CH3:26])[CH3:27])=[O:23])=[O:16])[CH3:12])=[O:9])=[CH:17][CH:18]=1, predict the reactants needed to synthesize it. The reactants are: [Cl:1][C:2]1[CH:18]=[CH:17][C:5]([CH2:6][NH:7][C:8]([NH:10][N:11]([CH2:13][C:14]([OH:16])=O)[CH3:12])=[O:9])=[CH:4][CH:3]=1.[NH2:19][C@H:20]([C:29]([N:31]([C@@H:43]([CH3:51])[CH:44]([O:48][CH2:49][CH3:50])[O:45][CH2:46][CH3:47])[CH2:32][C:33]1[C:42]2[C:37](=[CH:38][CH:39]=[CH:40][CH:41]=2)[CH:36]=[CH:35][CH:34]=1)=[O:30])[CH2:21][C:22]([O:24][C:25]([CH3:28])([CH3:27])[CH3:26])=[O:23]. (4) Given the product [CH3:1][S:2]([C:5]1[CH:6]=[CH:7][C:8]([CH2:11][CH2:12][CH2:13][CH2:14][CH:15]2[CH2:20][CH2:19][N:18]([C:22]3[N:27]=[C:26]([C:28]([F:31])([F:30])[F:29])[CH:25]=[CH:24][N:23]=3)[CH2:17][CH2:16]2)=[CH:9][CH:10]=1)(=[O:4])=[O:3], predict the reactants needed to synthesize it. The reactants are: [CH3:1][S:2]([C:5]1[CH:10]=[CH:9][C:8]([CH2:11][CH2:12][CH2:13][CH2:14][CH:15]2[CH2:20][CH2:19][NH:18][CH2:17][CH2:16]2)=[CH:7][CH:6]=1)(=[O:4])=[O:3].Cl[C:22]1[N:27]=[C:26]([C:28]([F:31])([F:30])[F:29])[CH:25]=[CH:24][N:23]=1.C1CCN2C(=NCCC2)CC1. (5) Given the product [Br:2][C:3]1[CH:11]=[C:10]([C:12]([F:13])([F:14])[F:15])[CH:9]=[CH:8][C:4]=1[CH2:5][CH2:6][NH:7][CH:19]([CH2:20][CH2:21][CH3:22])[CH2:18][CH2:17][CH3:16], predict the reactants needed to synthesize it. The reactants are: Cl.[Br:2][C:3]1[CH:11]=[C:10]([C:12]([F:15])([F:14])[F:13])[CH:9]=[CH:8][C:4]=1[CH2:5][CH2:6][NH2:7].[CH3:16][CH2:17][CH2:18][C:19](=O)[CH2:20][CH2:21][CH3:22].C(O[BH-](OC(=O)C)OC(=O)C)(=O)C.[Na+].C(=O)([O-])O.[Na+].